From a dataset of Forward reaction prediction with 1.9M reactions from USPTO patents (1976-2016). Predict the product of the given reaction. (1) Given the reactants C[O:2][C:3]1[N:4]=[CH:5][CH:6]=[C:7]2[C:11]([C:12]3[CH:17]=[CH:16][CH:15]=[CH:14][CH:13]=3)=[C:10]([C:18]3[CH:23]=[CH:22][C:21]([C:24]4([NH:28]C(=O)OC(C)(C)C)[CH2:27][CH2:26][CH2:25]4)=[CH:20][CH:19]=3)[O:9][C:8]=12.[I-].[Na+].Cl[Si](C)(C)C, predict the reaction product. The product is: [NH2:28][C:24]1([C:21]2[CH:20]=[CH:19][C:18]([C:10]3[O:9][C:8]4[C:3](=[O:2])[NH:4][CH:5]=[CH:6][C:7]=4[C:11]=3[C:12]3[CH:17]=[CH:16][CH:15]=[CH:14][CH:13]=3)=[CH:23][CH:22]=2)[CH2:25][CH2:26][CH2:27]1. (2) Given the reactants [S:1]1[CH:5]=[CH:4][CH:3]=[C:2]1[S:6](Cl)(=[O:8])=[O:7].Cl.[CH2:11]([C@H:18]1[CH2:23][NH:22][CH2:21][CH2:20][NH:19]1)[C:12]1[CH:17]=[CH:16][CH:15]=[CH:14][CH:13]=1.CCN(C(C)C)C(C)C, predict the reaction product. The product is: [CH2:11]([C@@H:18]1[NH:19][CH2:20][CH2:21][N:22]([S:6]([C:2]2[S:1][CH:5]=[CH:4][CH:3]=2)(=[O:8])=[O:7])[CH2:23]1)[C:12]1[CH:13]=[CH:14][CH:15]=[CH:16][CH:17]=1. (3) Given the reactants [Br:1][C:2]1[CH:3]=[C:4]([C:9]#[C:10][C:11]2[CH:20]=[CH:19][C:18]([F:21])=[CH:17][C:12]=2[C:13](OC)=[O:14])[CH:5]=[CH:6][C:7]=1[F:8].[NH2:22][NH2:23].O.[OH-].[K+], predict the reaction product. The product is: [Br:1][C:2]1[CH:3]=[C:4]([CH:5]=[CH:6][C:7]=1[F:8])[CH2:9][C:10]1[C:11]2[C:12](=[CH:17][C:18]([F:21])=[CH:19][CH:20]=2)[C:13](=[O:14])[NH:23][N:22]=1.